The task is: Predict the reaction yield, written as a fraction of the theoretical maximum amount of product (1.0 means a 100% yield; for example, 0.34 means a 34% yield).. This data is from Reaction yield outcomes from USPTO patents with 853,638 reactions. (1) The yield is 0.841. The catalyst is C(O)=O. The reactants are [CH3:1][O:2][C:3]1[CH:8]=[C:7]([NH:9][CH2:10][C:11]2[CH:21]=[CH:20][C:14]3[N:15]=[C:16]([S:18][CH3:19])[O:17][C:13]=3[CH:12]=2)[C:6]([NH2:22])=[CH:5][CH:4]=1.[CH2:23](OC(OCC)OCC)C. The product is [CH3:1][O:2][C:3]1[CH:4]=[CH:5][C:6]2[N:22]=[CH:23][N:9]([CH2:10][C:11]3[CH:21]=[CH:20][C:14]4[N:15]=[C:16]([S:18][CH3:19])[O:17][C:13]=4[CH:12]=3)[C:7]=2[CH:8]=1. (2) The reactants are [CH3:1][C:2]([CH3:21])([CH3:20])[C@@H:3]([N:7]1[C:16](=[O:17])[C:15]2=[CH:18][NH:19][C:13]3[C:14]2=[C:9]([CH:10]=[CH:11][N:12]=3)[CH2:8]1)[C:4](O)=[O:5].C1C=C2N=NN(O)C2=CC=1.O.CCN=C=[N:37][CH2:38][CH2:39][CH2:40][N:41]([CH3:43])C.Cl.Cl.N1CC(C#N)C1.CN1CCOCC1. The catalyst is CN(C=O)C. The product is [CH3:21][C:2]([CH3:1])([CH3:20])[C@@H:3]([N:7]1[C:16](=[O:17])[C:15]2=[CH:18][NH:19][C:13]3[C:14]2=[C:9]([CH:10]=[CH:11][N:12]=3)[CH2:8]1)[C:4]([N:41]1[CH2:40][CH:39]([C:38]#[N:37])[CH2:43]1)=[O:5]. The yield is 0.390.